This data is from Catalyst prediction with 721,799 reactions and 888 catalyst types from USPTO. The task is: Predict which catalyst facilitates the given reaction. Product: [S:1]1[C:5]2[C:6]3[CH:14]=[CH:13][C:12]([C:15](=[O:19])[CH2:16][Br:17])=[CH:11][C:7]=3[O:8][CH2:9][CH2:10][C:4]=2[CH:3]=[C:2]1[C:20](=[O:24])[CH2:21][Br:22]. Reactant: [S:1]1[C:5]2[C:6]3[CH:14]=[CH:13][C:12]([C:15](=[O:19])[CH:16](Br)[Br:17])=[CH:11][C:7]=3[O:8][CH2:9][CH2:10][C:4]=2[CH:3]=[C:2]1[C:20](=[O:24])[CH:21](Br)[Br:22].CCN(CC)CC.P([O-])(OCC)OCC. The catalyst class is: 1.